From a dataset of Forward reaction prediction with 1.9M reactions from USPTO patents (1976-2016). Predict the product of the given reaction. (1) Given the reactants Br[C:2]1[CH:7]=[CH:6][C:5]([Br:8])=[CH:4][C:3]=1[N+:9]([O-:11])=[O:10].[CH2:12](N(CC)CC)[CH3:13].[NH2:19][C:20]1[CH:25]=[CH:24][CH:23]=[CH:22][CH:21]=1, predict the reaction product. The product is: [Br:8][C:5]1[CH:6]=[CH:7][C:2]([C:12]#[C:13][C:23]2[CH:24]=[CH:25][C:20]([NH2:19])=[CH:21][CH:22]=2)=[C:3]([N+:9]([O-:11])=[O:10])[CH:4]=1. (2) The product is: [C:1]([NH:5][C:6]1[C:11]([C:12]([NH2:14])=[O:13])=[CH:10][N:9]=[C:8]([NH:17][C@H:18]2[CH2:23][CH2:22][C@H:21]([OH:24])[CH2:20][CH2:19]2)[N:7]=1)([CH3:4])([CH3:3])[CH3:2]. Given the reactants [C:1]([NH:5][C:6]1[C:11]([C:12]([NH2:14])=[O:13])=[CH:10][N:9]=[C:8](Cl)[N:7]=1)([CH3:4])([CH3:3])[CH3:2].Cl.[NH2:17][C@H:18]1[CH2:23][CH2:22][C@H:21]([OH:24])[CH2:20][CH2:19]1.C([O-])([O-])=O.[Na+].[Na+].O, predict the reaction product. (3) Given the reactants Cl[C:2]1[N:7]=[C:6](Cl)[C:5]([F:9])=[CH:4][N:3]=1.[CH2:10]([O:17][C:18]1[CH:19]=[C:20]([CH:22]=[CH:23][CH:24]=1)[NH2:21])[C:11]1[CH:16]=[CH:15][CH:14]=[CH:13][CH:12]=1, predict the reaction product. The product is: [CH2:10]([O:17][C:18]1[CH:19]=[C:20]([NH:21][C:2]2[N:7]=[C:6]([NH:21][C:20]3[CH:22]=[CH:23][CH:24]=[C:18]([O:17][CH2:10][C:11]4[CH:16]=[CH:15][CH:14]=[CH:13][CH:12]=4)[CH:19]=3)[C:5]([F:9])=[CH:4][N:3]=2)[CH:22]=[CH:23][CH:24]=1)[C:11]1[CH:12]=[CH:13][CH:14]=[CH:15][CH:16]=1. (4) Given the reactants [CH3:1][C:2]1[CH:7]=[CH:6][N:5]=[C:4]([CH:8]2[CH2:11][N:10](C(OC(C)(C)C)=O)[CH2:9]2)[CH:3]=1.FC(F)(F)C(O)=O, predict the reaction product. The product is: [NH:10]1[CH2:9][CH:8]([C:4]2[CH:3]=[C:2]([CH3:1])[CH:7]=[CH:6][N:5]=2)[CH2:11]1. (5) Given the reactants [CH:1]1([C:4]2[CH:18]=[CH:17][C:7]3[NH:8][C:9]([CH:11]4[CH2:16][CH2:15][NH:14][CH2:13][CH2:12]4)=[N:10][C:6]=3[CH:5]=2)[CH2:3][CH2:2]1.[Cl:19][C:20]1[C:25](Cl)=[N:24][CH:23]=[CH:22][N:21]=1.C([O-])([O-])=O.[K+].[K+], predict the reaction product. The product is: [Cl:19][C:20]1[C:25]([N:14]2[CH2:13][CH2:12][CH:11]([C:9]3[NH:8][C:7]4[CH:17]=[CH:18][C:4]([CH:1]5[CH2:2][CH2:3]5)=[CH:5][C:6]=4[N:10]=3)[CH2:16][CH2:15]2)=[N:24][CH:23]=[CH:22][N:21]=1. (6) Given the reactants [Cl-].[Al+3].[Cl-].[Cl-].C([O:9][C:10]1[CH:15]=[CH:14][CH:13]=[CH:12][C:11]=1[O:16][CH3:17])(=O)CC.[OH-:18].[Na+].[N+]([C:23]1[CH:28]=CC=C[CH:24]=1)([O-])=O, predict the reaction product. The product is: [OH:9][C:10]1[CH:15]=[CH:14][C:13]([C:24](=[O:18])[CH2:23][CH3:28])=[CH:12][C:11]=1[O:16][CH3:17]. (7) Given the reactants [CH:1]1([N:4]2[CH2:9][CH2:8][NH:7][CH2:6][CH2:5]2)[CH2:3][CH2:2]1.[Cl:10][C:11]1[N:12]=[N:13][C:14]([C:17]2[CH:22]=[CH:21][CH:20]=[C:19]([C:23]([F:26])([F:25])[F:24])[CH:18]=2)=[CH:15][CH:16]=1, predict the reaction product. The product is: [ClH:10].[CH:1]1([N:4]2[CH2:9][CH2:8][N:7]([C:11]3[N:12]=[N:13][C:14]([C:17]4[CH:22]=[CH:21][CH:20]=[C:19]([C:23]([F:24])([F:26])[F:25])[CH:18]=4)=[CH:15][CH:16]=3)[CH2:6][CH2:5]2)[CH2:3][CH2:2]1.